Dataset: Peptide-MHC class I binding affinity with 185,985 pairs from IEDB/IMGT. Task: Regression. Given a peptide amino acid sequence and an MHC pseudo amino acid sequence, predict their binding affinity value. This is MHC class I binding data. (1) The MHC is HLA-A68:02 with pseudo-sequence HLA-A68:02. The binding affinity (normalized) is 0. The peptide sequence is GIPHPAGLK. (2) The peptide sequence is RVIYPANQK. The MHC is HLA-A11:01 with pseudo-sequence HLA-A11:01. The binding affinity (normalized) is 0.821. (3) The peptide sequence is TLAYTYEAY. The MHC is Mamu-B52 with pseudo-sequence Mamu-B52. The binding affinity (normalized) is 0.535. (4) The peptide sequence is IYRGTTFAE. The MHC is HLA-A24:02 with pseudo-sequence HLA-A24:02. The binding affinity (normalized) is 0.150. (5) The peptide sequence is CIAIGIITLY. The MHC is HLA-A01:01 with pseudo-sequence HLA-A01:01. The binding affinity (normalized) is 0.176.